Predict the reaction yield, written as a fraction of the theoretical maximum amount of product (1.0 means a 100% yield; for example, 0.34 means a 34% yield). From a dataset of Reaction yield outcomes from USPTO patents with 853,638 reactions. The reactants are [Si]([O:8][CH2:9][CH2:10][NH:11][CH:12]1[CH2:16][CH2:15][N:14]([C:17]2[CH:30]=[C:29]([O:31][CH3:32])[C:28]([O:33][CH3:34])=[CH:27][C:18]=2/[CH:19]=[C:20]2/[C:21](=[O:26])[NH:22][C:23](=[O:25])[S:24]/2)[CH2:13]1)(C(C)(C)C)(C)C. The catalyst is Cl.CO. The product is [OH:8][CH2:9][CH2:10][NH:11][CH:12]1[CH2:16][CH2:15][N:14]([C:17]2[CH:30]=[C:29]([O:31][CH3:32])[C:28]([O:33][CH3:34])=[CH:27][C:18]=2/[CH:19]=[C:20]2/[C:21](=[O:26])[NH:22][C:23](=[O:25])[S:24]/2)[CH2:13]1. The yield is 0.484.